Predict the product of the given reaction. From a dataset of Forward reaction prediction with 1.9M reactions from USPTO patents (1976-2016). (1) The product is: [O:2]1[CH2:6][CH2:5][CH:4]([CH2:7][NH:8][C:25]([C:22]2[CH:21]=[C:20]([CH2:19][CH2:18][CH2:17][Br:16])[O:24][N:23]=2)=[O:26])[CH2:3]1. Given the reactants Cl.[O:2]1[CH2:6][CH2:5][CH:4]([CH2:7][NH2:8])[CH2:3]1.C(N(CC)CC)C.[Br:16][CH2:17][CH2:18][CH2:19][C:20]1[O:24][N:23]=[C:22]([C:25](O)=[O:26])[CH:21]=1.ON1C2C=CC=CC=2N=N1.Cl.C(N=C=NCCCN(C)C)C.Cl, predict the reaction product. (2) Given the reactants NC1C=CC=CC=1.N.[Li].[CH3:10][O:11][C:12]1[CH:30]=[CH:29][C:28]2[C:27]3[CH2:26][CH2:25][C@@:22]4([CH2:23][CH3:24])[C@@H:18]([CH2:19][CH2:20][C@@H:21]4[OH:31])[C:17]=3[CH2:16][CH2:15][C:14]=2[CH:13]=1, predict the reaction product. The product is: [CH3:10][O:11][C:12]1[CH:30]=[CH:29][C:28]2[C@@H:27]3[C@H:17]([C@H:18]4[C@@:22]([CH2:25][CH2:26]3)([CH2:23][CH3:24])[C@@H:21]([OH:31])[CH2:20][CH2:19]4)[CH2:16][CH2:15][C:14]=2[CH:13]=1. (3) Given the reactants [CH:1]1([NH:7][C:8]([NH2:10])=[O:9])[CH2:6][CH2:5][CH2:4][CH2:3][CH2:2]1.[CH3:11][O:12][C:13]1[CH:14]=[C:15]([CH:21]=[C:22]([C:26]2[CH:31]=[CH:30][C:29]([O:32][C:33]3[CH:38]=[CH:37][C:36]([CH2:39][CH2:40][C:41](OCC)=[O:42])=[CH:35][CH:34]=3)=[CH:28][CH:27]=2)[C:23]([OH:25])=[O:24])[CH:16]=[C:17]([O:19][CH3:20])[CH:18]=1.C(O)(C(F)(F)F)=O.Cl, predict the reaction product. The product is: [CH:1]1([NH:7][C:8](=[O:9])[NH:10][C:41](=[O:42])[CH2:40][CH2:39][C:36]2[CH:35]=[CH:34][C:33]([O:32][C:29]3[CH:28]=[CH:27][C:26]([C:22](=[CH:21][C:15]4[CH:16]=[C:17]([O:19][CH3:20])[CH:18]=[C:13]([O:12][CH3:11])[CH:14]=4)[C:23]([OH:25])=[O:24])=[CH:31][CH:30]=3)=[CH:38][CH:37]=2)[CH2:6][CH2:5][CH2:4][CH2:3][CH2:2]1.